Dataset: Forward reaction prediction with 1.9M reactions from USPTO patents (1976-2016). Task: Predict the product of the given reaction. Given the reactants [Br:1][C:2]1[C:11]([OH:12])=[C:10]([CH3:13])[CH:9]=[C:8]2[C:3]=1[CH:4]=[CH:5][C:6]([CH3:14])=[N:7]2.[O:15](S(C(F)(F)F)(=O)=O)[S:16]([C:19]([F:22])([F:21])[F:20])(=O)=[O:17], predict the reaction product. The product is: [F:20][C:19]([F:22])([F:21])[S:16]([O:12][C:11]1[C:2]([Br:1])=[C:3]2[C:8](=[CH:9][C:10]=1[CH3:13])[N:7]=[C:6]([CH3:14])[CH:5]=[CH:4]2)(=[O:17])=[O:15].